This data is from Retrosynthesis with 50K atom-mapped reactions and 10 reaction types from USPTO. The task is: Predict the reactants needed to synthesize the given product. (1) Given the product N[C@@H](CC(=O)N1CCn2c(nnc2C(F)(F)F)C1)Cc1cc(F)c(F)cc1F, predict the reactants needed to synthesize it. The reactants are: N/C(=C\C(=O)N1CCn2c(nnc2C(F)(F)F)C1)Cc1cc(F)c(F)cc1F. (2) Given the product CC1(CN2CCCN(c3ncc(Br)cn3)CC2)Cn2cc([N+](=O)[O-])nc2O1, predict the reactants needed to synthesize it. The reactants are: CC(O)(CN1CCCN(c2ncc(Br)cn2)CC1)Cn1cc([N+](=O)[O-])nc1Br. (3) Given the product CC(C)(C)[Si](C)(C)OC1CCOc2c(C=O)cccc21, predict the reactants needed to synthesize it. The reactants are: CC(C)(C)[Si](C)(C)OC1CCOc2ccccc21.CN(C)C=O. (4) Given the product OCC1Cc2nccnc2C1, predict the reactants needed to synthesize it. The reactants are: CCOC(=O)C1Cc2nccnc2C1. (5) Given the product CC(C)(C)OC(=O)N1CCN(Cc2ccc(-c3cc4nccc(Oc5ccc(NC(=O)NC6CC6)cc5F)c4s3)nc2)C(=O)C1, predict the reactants needed to synthesize it. The reactants are: CC(C)(C)OC(=O)N1CCNC(=O)C1.O=C(Nc1ccc(Oc2ccnc3cc(-c4ccc(CCl)cn4)sc23)c(F)c1)NC1CC1.